This data is from Forward reaction prediction with 1.9M reactions from USPTO patents (1976-2016). The task is: Predict the product of the given reaction. (1) The product is: [F:20][C:14]1[CH:13]=[C:12]2[C:17]([C:18]([OH:19])=[C:9]([C:7]([NH:6][CH2:5][C:4]([OH:22])=[O:3])=[O:8])[C:10](=[O:21])[S:11]2)=[CH:16][CH:15]=1. Given the reactants C([O:3][C:4](=[O:22])[CH2:5][NH:6][C:7]([C:9]1[C:10](=[O:21])[S:11][C:12]2[C:17]([C:18]=1[OH:19])=[CH:16][CH:15]=[C:14]([F:20])[CH:13]=2)=[O:8])C.[OH-].[Na+], predict the reaction product. (2) Given the reactants [N:1]1[CH:6]=[CH:5][CH:4]=[CH:3][C:2]=1[C:7]1[C:8]([NH2:13])=[N:9][NH:10][C:11]=1[NH2:12].[CH3:14][O:15][CH2:16][N:17]1[C:25]2[C:20](=[CH:21][C:22]([C:26](=O)[CH2:27][C:28](OCC)=[O:29])=[CH:23][CH:24]=2)[CH:19]=[N:18]1.CC1C=CC(S(O)(=O)=O)=CC=1, predict the reaction product. The product is: [NH2:12][C:11]1[C:7]([C:2]2[CH:3]=[CH:4][CH:5]=[CH:6][N:1]=2)=[C:8]2[NH:13][C:26]([C:22]3[CH:21]=[C:20]4[C:25](=[CH:24][CH:23]=3)[N:17]([CH2:16][O:15][CH3:14])[N:18]=[CH:19]4)=[CH:27][C:28](=[O:29])[N:9]2[N:10]=1. (3) Given the reactants [F-].[K+].[Br:3][C:4]1[CH:9]=[C:8](Br)[N:7]=[C:6]([CH3:11])[C:5]=1[OH:12].[F:13][C:14]([Si](C)(C)C)([F:16])[F:15].N, predict the reaction product. The product is: [Br:3][C:4]1[CH:9]=[C:8]([C:14]([F:16])([F:15])[F:13])[N:7]=[C:6]([CH3:11])[C:5]=1[OH:12]. (4) Given the reactants [F:1][C:2]([F:21])([F:20])[C:3]1[C:11]([C:12]#[N:13])=[CH:10][CH:9]=[C:8]2[C:4]=1[CH:5]=[C:6]([CH2:14][CH2:15][C:16]([F:19])([F:18])[F:17])[NH:7]2.C([O-])([O-])=O.[Cs+].[Cs+].Br[CH2:29][C:30]([NH2:32])=[O:31], predict the reaction product. The product is: [C:12]([C:11]1[C:3]([C:2]([F:1])([F:20])[F:21])=[C:4]2[C:8](=[CH:9][CH:10]=1)[N:7]([CH2:29][C:30]([NH2:32])=[O:31])[C:6]([CH2:14][CH2:15][C:16]([F:19])([F:18])[F:17])=[CH:5]2)#[N:13]. (5) Given the reactants [Li]C(C)(C)C.[N:6]1[C:10]2[CH:11]=[CH:12][CH:13]=[CH:14][C:9]=2[NH:8][C:7]=1[CH2:15][C:16]([O:18]CC)=O.[NH2:21][C:22]1[C:27]([C:28]#[N:29])=[C:26]([N:30]2[CH2:35][CH2:34][N:33]([CH2:36][CH3:37])[CH2:32][CH2:31]2)[CH:25]=[CH:24][CH:23]=1, predict the reaction product. The product is: [NH2:29][C:28]1[C:27]2[C:22](=[CH:23][CH:24]=[CH:25][C:26]=2[N:30]2[CH2:31][CH2:32][N:33]([CH2:36][CH3:37])[CH2:34][CH2:35]2)[NH:21][C:16](=[O:18])[C:15]=1[C:7]1[NH:6][C:10]2[CH:11]=[CH:12][CH:13]=[CH:14][C:9]=2[N:8]=1. (6) Given the reactants [Cl:1][C:2]1[CH:9]=[CH:8][CH:7]=[CH:6][C:3]=1[NH:4][CH3:5].[CH3:10][C:11]1([CH3:27])[C:20]2[CH:21]=[C:22]([C:24](Cl)=[O:25])[S:23][C:19]=2[C:18]2[CH:17]=[CH:16][CH:15]=[CH:14][C:13]=2[O:12]1, predict the reaction product. The product is: [Cl:1][C:2]1[CH:9]=[CH:8][CH:7]=[CH:6][C:3]=1[N:4]([CH3:5])[C:24]([C:22]1[S:23][C:19]2[C:18]3[CH:17]=[CH:16][CH:15]=[CH:14][C:13]=3[O:12][C:11]([CH3:27])([CH3:10])[C:20]=2[CH:21]=1)=[O:25]. (7) Given the reactants [N:1]([CH2:4][C@@H:5]1[O:9][C:8](=[O:10])[N:7]([C:11]2[CH:16]=[CH:15][C:14]([C:17]3([C:20]#[N:21])[CH2:19][CH2:18]3)=[C:13]([F:22])[CH:12]=2)[CH2:6]1)=[N+]=[N-], predict the reaction product. The product is: [NH2:1][CH2:4][C@@H:5]1[O:9][C:8](=[O:10])[N:7]([C:11]2[CH:16]=[CH:15][C:14]([C:17]3([C:20]#[N:21])[CH2:18][CH2:19]3)=[C:13]([F:22])[CH:12]=2)[CH2:6]1.